Dataset: Full USPTO retrosynthesis dataset with 1.9M reactions from patents (1976-2016). Task: Predict the reactants needed to synthesize the given product. (1) Given the product [C:35]([C:2]1[CH:7]=[N:6][C:5]([O:8][CH3:9])=[C:4]2[N:10]([C:18]3[CH:19]=[C:20]([C:23]([O:25][CH3:26])=[O:24])[S:21][CH:22]=3)[N:11]=[C:12]([CH:13]3[CH2:17][CH2:16][CH2:15][CH2:14]3)[C:3]=12)#[N:37], predict the reactants needed to synthesize it. The reactants are: Br[C:2]1[CH:7]=[N:6][C:5]([O:8][CH3:9])=[C:4]2[N:10]([C:18]3[CH:19]=[C:20]([C:23]([O:25][CH3:26])=[O:24])[S:21][CH:22]=3)[N:11]=[C:12]([CH:13]3[CH2:17][CH2:16][CH2:15][CH2:14]3)[C:3]=12.C(OCC)(=O)C.O.C[C:35]([N:37](C)C)=O. (2) Given the product [C:43]1([C:35]2[N:34]([CH2:33][C:30]3[CH:29]=[CH:28][C:27]([CH2:26][NH:13][C:14]4[CH:15]=[CH:16][C:17]([CH2:20][CH2:21][C:22]([O:24][CH3:25])=[O:23])=[CH:18][CH:19]=4)=[CH:32][CH:31]=3)[C:42]3[C:37]([CH:36]=2)=[CH:38][CH:39]=[CH:40][CH:41]=3)[CH:48]=[CH:47][CH:46]=[CH:45][CH:44]=1, predict the reactants needed to synthesize it. The reactants are: [N+](C1C=CC=CC=1S([N:13]([CH2:26][C:27]1[CH:32]=[CH:31][C:30]([CH2:33][N:34]2[C:42]3[C:37](=[CH:38][CH:39]=[CH:40][CH:41]=3)[CH:36]=[C:35]2[C:43]2[CH:48]=[CH:47][CH:46]=[CH:45][CH:44]=2)=[CH:29][CH:28]=1)[C:14]1[CH:19]=[CH:18][C:17]([CH2:20][CH2:21][C:22]([O:24][CH3:25])=[O:23])=[CH:16][CH:15]=1)(=O)=O)([O-])=O.SCC(O)=O.O.[OH-].[Li+].C(OCC)(=O)C.